This data is from Forward reaction prediction with 1.9M reactions from USPTO patents (1976-2016). The task is: Predict the product of the given reaction. (1) Given the reactants [C:1]([O:5][C:6](=[O:35])[NH:7][C:8](=[NH:34])[C:9]1[CH:14]=[CH:13][C:12]([CH2:15][NH:16][C:17]([C@H:19]2[N:23]3[C:24](=[O:33])[C:25]([NH:28][S:29]([CH3:32])(=[O:31])=[O:30])=[CH:26][N:27]=[C:22]3[CH2:21][CH2:20]2)=[O:18])=[CH:11][CH:10]=1)([CH3:4])([CH3:3])[CH3:2].C(OC(=O)NC([C:45]1[CH:50]=[CH:49]C(CNC([C@H]2N3C(=O)C(N)=CN=C3CC2)=O)=[CH:47][CH:46]=1)=N)(C)(C)C.C1(S(Cl)(=O)=O)C=CC=CC=1, predict the reaction product. The product is: [C:1]([O:5][C:6](=[O:35])[NH:7][C:8](=[NH:34])[C:9]1[CH:14]=[CH:13][C:12]([CH2:15][NH:16][C:17]([C@H:19]2[N:23]3[C:24](=[O:33])[C:25]([NH:28][S:29]([C:32]4[CH:49]=[CH:50][CH:45]=[CH:46][CH:47]=4)(=[O:31])=[O:30])=[CH:26][N:27]=[C:22]3[CH2:21][CH2:20]2)=[O:18])=[CH:11][CH:10]=1)([CH3:4])([CH3:2])[CH3:3]. (2) Given the reactants Cl.[CH:2]([C:4]1[CH:5]=[C:6]([B:10]([OH:12])[OH:11])[CH:7]=[CH:8][CH:9]=1)=O.[F:13][C:14]([F:18])([F:17])[CH2:15][NH2:16].C(O[BH-](OC(=O)C)OC(=O)C)(=O)C.[Na+], predict the reaction product. The product is: [F:13][C:14]([F:18])([F:17])[CH2:15][NH:16][CH2:2][C:4]1[CH:5]=[C:6]([B:10]([OH:12])[OH:11])[CH:7]=[CH:8][CH:9]=1. (3) Given the reactants C(OC([NH:8][NH:9][C:10](=[O:34])[CH2:11][CH2:12][CH2:13][CH2:14][CH2:15][NH:16][C:17]([O:19][CH2:20][CH:21]1[C:33]2[CH:32]=[CH:31][CH:30]=[CH:29][C:28]=2[C:27]2[C:22]1=[CH:23][CH:24]=[CH:25][CH:26]=2)=[O:18])=O)(C)(C)C.[F:35][C:36]([F:41])([F:40])[C:37]([OH:39])=[O:38].O, predict the reaction product. The product is: [F:35][C:36]([F:41])([F:40])[C:37]([OH:39])=[O:38].[NH2:8][NH:9][C:10](=[O:34])[CH2:11][CH2:12][CH2:13][CH2:14][CH2:15][NH:16][C:17]([O:19][CH2:20][CH:21]1[C:22]2[CH:23]=[CH:24][CH:25]=[CH:26][C:27]=2[C:28]2[C:33]1=[CH:32][CH:31]=[CH:30][CH:29]=2)=[O:18]. (4) Given the reactants [Br:1][C:2]1[CH:3]=[N:4][CH:5]=[C:6](F)[CH:7]=1.[CH:9]([NH2:12])([CH3:11])[CH3:10].C([O-])(O)=O.[Na+], predict the reaction product. The product is: [Br:1][C:2]1[CH:7]=[C:6]([NH:12][CH:9]([CH3:11])[CH3:10])[CH:5]=[N:4][CH:3]=1. (5) The product is: [C:13]([NH:12][C:9]1[NH:8][C:7](=[O:17])[C:6]2[C:11](=[C:2]([C:31]3[NH:30][C:29]4[C@@H:25]([CH3:24])[NH:26][C:27](=[O:42])[C:28]=4[CH:32]=3)[CH:3]=[CH:4][CH:5]=2)[N:10]=1)([CH3:16])([CH3:15])[CH3:14]. Given the reactants Br[C:2]1[CH:3]=[CH:4][CH:5]=[C:6]2[C:11]=1[N:10]=[C:9]([NH:12][C:13]([CH3:16])([CH3:15])[CH3:14])[NH:8][C:7]2=[O:17].C([O-])([O-])=O.[K+].[K+].[CH3:24][C@@H:25]1[C:29]2[NH:30][C:31](B3OC(C)(C)C(C)(C)O3)=[CH:32][C:28]=2[C:27](=[O:42])[NH:26]1.O1CCOCC1, predict the reaction product.